Dataset: Reaction yield outcomes from USPTO patents with 853,638 reactions. Task: Predict the reaction yield, written as a fraction of the theoretical maximum amount of product (1.0 means a 100% yield; for example, 0.34 means a 34% yield). (1) The reactants are [Na].[F:2][C:3]([F:8])([F:7])[C:4](O)=[O:5].C[CH2:10][C:11]([C:13]1[CH:18]=[CH:17][CH:16]=[CH:15][CH:14]=1)=[O:12].[CH3:19]O. No catalyst specified. The product is [F:2][C:3]([F:8])([F:7])[C:4](=[O:5])[CH2:10][C:11]([C:13]1[CH:14]=[CH:15][C:16]([CH3:19])=[CH:17][CH:18]=1)=[O:12]. The yield is 0.950. (2) The reactants are [F:1][C:2]1[CH:9]=[CH:8][C:5]([CH2:6][NH2:7])=[CH:4][CH:3]=1.C([O:12][C:13]([C:15]1[N:16]=[C:17]2[CH:22]=[CH:21][C:20]([N:23]3[CH2:28][CH2:27][N:26]([C:29](=[O:40])[C:30]4[CH:35]=[CH:34][CH:33]=[CH:32][C:31]=4[C:36]([F:39])([F:38])[F:37])[CH2:25][CH2:24]3)=[N:19][N:18]2[CH:41]=1)=O)C. The yield is 0.300. The product is [F:1][C:2]1[CH:9]=[CH:8][C:5]([CH2:6][NH:7][C:13]([C:15]2[N:16]=[C:17]3[CH:22]=[CH:21][C:20]([N:23]4[CH2:24][CH2:25][N:26]([C:29](=[O:40])[C:30]5[CH:35]=[CH:34][CH:33]=[CH:32][C:31]=5[C:36]([F:37])([F:39])[F:38])[CH2:27][CH2:28]4)=[N:19][N:18]3[CH:41]=2)=[O:12])=[CH:4][CH:3]=1. No catalyst specified.